This data is from Forward reaction prediction with 1.9M reactions from USPTO patents (1976-2016). The task is: Predict the product of the given reaction. (1) Given the reactants [NH2:1][C:2]1[C:3]([C:13]([OH:15])=O)=[CH:4][C:5]([Br:12])=[C:6]2[C:11]=1[N:10]=[CH:9][CH:8]=[CH:7]2.F[P-](F)(F)(F)(F)F.N1(O[P+](N(C)C)(N(C)C)N(C)C)C2C=CC=CC=2N=N1.[NH2:43][C@H:44]1[CH2:49][CH2:48][CH2:47][CH2:46][C@@H:45]1[OH:50].C(N(CC)CC)C, predict the reaction product. The product is: [NH2:1][C:2]1[C:3]([C:13]([NH:43][C@H:44]2[CH2:49][CH2:48][CH2:47][CH2:46][C@@H:45]2[OH:50])=[O:15])=[CH:4][C:5]([Br:12])=[C:6]2[C:11]=1[N:10]=[CH:9][CH:8]=[CH:7]2. (2) Given the reactants [F:1][C:2]1([F:32])[C:10]2[C:5](=[CH:6][CH:7]=[CH:8][C:9]=2[C@@H:11]([OH:13])[CH3:12])[N:4]([CH2:14][C:15]2[C:23]3[C:18](=[CH:19][CH:20]=[CH:21][CH:22]=3)[N:17](C(OC(C)(C)C)=O)[N:16]=2)[C:3]1=[O:31].FC(F)(F)C(O)=O, predict the reaction product. The product is: [F:32][C:2]1([F:1])[C:10]2[C:5](=[CH:6][CH:7]=[CH:8][C:9]=2[C@@H:11]([OH:13])[CH3:12])[N:4]([CH2:14][C:15]2[C:23]3[C:18](=[CH:19][CH:20]=[CH:21][CH:22]=3)[NH:17][N:16]=2)[C:3]1=[O:31]. (3) The product is: [Cl:20][C:21]1[CH:22]=[C:23]([NH:24][C:2]2[C:11]3[C:6](=[CH:7][CH:8]=[C:9]([O:12][CH3:13])[CH:10]=3)[CH:5]=[C:4]([C:14]3[CH:15]=[N:16][CH:17]=[CH:18][CH:19]=3)[N:3]=2)[CH:25]=[CH:26][C:27]=1[F:28]. Given the reactants Cl[C:2]1[C:11]2[C:6](=[CH:7][CH:8]=[C:9]([O:12][CH3:13])[CH:10]=2)[CH:5]=[C:4]([C:14]2[CH:15]=[N:16][CH:17]=[CH:18][CH:19]=2)[N:3]=1.[Cl:20][C:21]1[CH:22]=[C:23]([CH:25]=[CH:26][C:27]=1[F:28])[NH2:24].CC1(C)C2C(=C(P(C3C=CC=CC=3)C3C=CC=CC=3)C=CC=2)OC2C(P(C3C=CC=CC=3)C3C=CC=CC=3)=CC=CC1=2.C(=O)([O-])[O-].[Cs+].[Cs+], predict the reaction product. (4) Given the reactants Br[C:2]1[N:3]=[C:4]2[C:10]([C:11](=[O:16])[C:12]([CH3:15])([CH3:14])[CH3:13])=[CH:9][NH:8][C:5]2=[N:6][CH:7]=1.[CH3:17][NH:18][S:19]([C:22]1[CH:27]=[CH:26][C:25](B(O)O)=[CH:24][CH:23]=1)(=[O:21])=[O:20], predict the reaction product. The product is: [CH3:13][C:12]([CH3:15])([CH3:14])[C:11]([C:10]1[C:4]2[C:5](=[N:6][CH:7]=[C:2]([C:25]3[CH:24]=[CH:23][C:22]([S:19]([NH:18][CH3:17])(=[O:20])=[O:21])=[CH:27][CH:26]=3)[N:3]=2)[NH:8][CH:9]=1)=[O:16]. (5) Given the reactants [CH2:1]([C:3]1[N:11]=[C:10]([O:12][CH3:13])[C:9]([NH:14][C:15]([N:17]2[CH2:22][CH2:21][N:20]([C:23]3[CH:28]=[CH:27][CH:26]=[C:25]([OH:29])[CH:24]=3)[CH2:19][CH2:18]2)=[O:16])=[CH:8][C:4]=1[C:5]([OH:7])=O)[CH3:2].[CH:30]1[C:43]2[C:34](=[N:35][C:36]3[C:41]([C:42]=2[NH:44][C:45]2[CH:46]=[C:47]([NH:53][C:54](=[O:58])[CH:55]([NH2:57])[CH3:56])[CH:48]=[C:49]([CH2:51][OH:52])[CH:50]=2)=[CH:40][CH:39]=[CH:38][CH:37]=3)[CH:33]=[CH:32][CH:31]=1, predict the reaction product. The product is: [CH:40]1[C:41]2[C:36](=[N:35][C:34]3[C:43]([C:42]=2[NH:44][C:45]2[CH:46]=[C:47]([NH:53][C:54]([CH:55]([NH:57][C:5]([C:4]4[CH:8]=[C:9]([NH:14][C:15]([N:17]5[CH2:22][CH2:21][N:20]([C:23]6[CH:28]=[CH:27][CH:26]=[C:25]([OH:29])[CH:24]=6)[CH2:19][CH2:18]5)=[O:16])[C:10]([O:12][CH3:13])=[N:11][C:3]=4[CH2:1][CH3:2])=[O:7])[CH3:56])=[O:58])[CH:48]=[C:49]([CH2:51][OH:52])[CH:50]=2)=[CH:30][CH:31]=[CH:32][CH:33]=3)[CH:37]=[CH:38][CH:39]=1. (6) Given the reactants Cl.[NH2:2][C@@H:3]1[CH2:6][C@H:5]([OH:7])[CH2:4]1.[N:8]1[CH:9]=[CH:10][N:11]2[CH:16]=[CH:15][CH:14]=[C:13]([CH:17]=O)[C:12]=12.CCN(C(C)C)C(C)C.C(O[BH-](OC(=O)C)OC(=O)C)(=O)C.[Na+], predict the reaction product. The product is: [N:8]1[CH:9]=[CH:10][N:11]2[CH:16]=[CH:15][CH:14]=[C:13]([CH2:17][NH:2][C@@H:3]3[CH2:6][C@H:5]([OH:7])[CH2:4]3)[C:12]=12. (7) Given the reactants [Cl:1][C:2]1[CH:3]=[C:4]([CH2:17][NH2:18])[C:5]2[N:9]=[CH:8][N:7]([CH:10]3[CH2:15][CH2:14][CH2:13][CH2:12][O:11]3)[C:6]=2[CH:16]=1.[CH3:19][C:20]([O:23][C:24](O[C:24]([O:23][C:20]([CH3:22])([CH3:21])[CH3:19])=[O:25])=[O:25])([CH3:22])[CH3:21], predict the reaction product. The product is: [Cl:1][C:2]1[CH:3]=[C:4]([CH2:17][NH:18][C:24](=[O:25])[O:23][C:20]([CH3:22])([CH3:21])[CH3:19])[C:5]2[N:9]=[CH:8][N:7]([CH:10]3[CH2:15][CH2:14][CH2:13][CH2:12][O:11]3)[C:6]=2[CH:16]=1.